Dataset: Catalyst prediction with 721,799 reactions and 888 catalyst types from USPTO. Task: Predict which catalyst facilitates the given reaction. Reactant: [CH:1]([C:4]1[CH:9]=[CH:8][C:7]([C:10](=O)[CH2:11][CH2:12][C:13]([OH:15])=[O:14])=[CH:6][CH:5]=1)([CH3:3])[CH3:2].O.NN.[OH-].[K+].Cl. Product: [CH:1]([C:4]1[CH:9]=[CH:8][C:7]([CH2:10][CH2:11][CH2:12][C:13]([OH:15])=[O:14])=[CH:6][CH:5]=1)([CH3:3])[CH3:2]. The catalyst class is: 6.